From a dataset of Reaction yield outcomes from USPTO patents with 853,638 reactions. Predict the reaction yield, written as a fraction of the theoretical maximum amount of product (1.0 means a 100% yield; for example, 0.34 means a 34% yield). (1) The reactants are [F:1][C:2]1[CH:7]=[C:6]([F:8])[CH:5]=[CH:4][C:3]=1[NH:9][C:10]1[C:19]2[C:14](=[CH:15][C:16]([O:22][CH3:23])=[C:17]([O:20][CH3:21])[CH:18]=2)[N:13]=[N:12][C:11]=1[C:24]([O:26]CC)=O.C[N:30](C=O)C.C(N)=O.C[O-].[Na+]. The catalyst is CO.O. The product is [F:1][C:2]1[CH:7]=[C:6]([F:8])[CH:5]=[CH:4][C:3]=1[NH:9][C:10]1[C:19]2[C:14](=[CH:15][C:16]([O:22][CH3:23])=[C:17]([O:20][CH3:21])[CH:18]=2)[N:13]=[N:12][C:11]=1[C:24]([NH2:30])=[O:26]. The yield is 0.960. (2) The reactants are [Cl:1][C:2]1[CH:10]=[C:9]2[C:5]([C:6]([CH:11]=[O:12])=[CH:7][NH:8]2)=[CH:4][C:3]=1[C:13]1[CH:18]=[CH:17][C:16]([CH:19]2[O:24][CH2:23][C:22](=[O:25])[NH:21][CH2:20]2)=[CH:15][CH:14]=1.CC(=CC)C.Cl([O-])=[O:32].[Na+].O.OP([O-])(O)=O.[Na+].S([O-])([O-])=O.[Na+].[Na+]. The catalyst is C(#N)C.CC(O)(C)C.O. The product is [Cl:1][C:2]1[CH:10]=[C:9]2[C:5]([C:6]([C:11]([OH:32])=[O:12])=[CH:7][NH:8]2)=[CH:4][C:3]=1[C:13]1[CH:18]=[CH:17][C:16]([CH:19]2[O:24][CH2:23][C:22](=[O:25])[NH:21][CH2:20]2)=[CH:15][CH:14]=1. The yield is 0.260.